Dataset: Full USPTO retrosynthesis dataset with 1.9M reactions from patents (1976-2016). Task: Predict the reactants needed to synthesize the given product. Given the product [Br:29][C:17]1[CH:18]=[CH:19][C:14]([C@@H:20]([CH3:23])[CH2:21][NH:22][C:6](=[O:11])[C:7]([F:8])([F:9])[F:10])=[CH:15][CH:16]=1, predict the reactants needed to synthesize it. The reactants are: [F:8][C:7]([F:10])([F:9])[C:6](O[C:6](=[O:11])[C:7]([F:10])([F:9])[F:8])=[O:11].[C:14]1([C@@H:20]([CH3:23])[CH2:21][NH2:22])[CH:19]=[CH:18][CH:17]=[CH:16][CH:15]=1.CS(O)(=O)=O.[Br:29]N1C(C)(C)C(=O)N(Br)C1=O.